Predict the product of the given reaction. From a dataset of Forward reaction prediction with 1.9M reactions from USPTO patents (1976-2016). (1) Given the reactants C([O:3][C:4](=[O:37])[C:5]([O:8][C:9]1[CH:14]=[CH:13][C:12]([CH2:15][CH2:16][CH2:17][CH:18]2[CH2:22][N:21]([CH2:23][C:24]3[CH:29]=[CH:28][C:27]([C:30]([CH3:33])([CH3:32])[CH3:31])=[CH:26][CH:25]=3)[C:20](=[O:34])[N:19]2[CH3:35])=[CH:11][C:10]=1[CH3:36])([CH3:7])[CH3:6])C, predict the reaction product. The product is: [C:30]([C:27]1[CH:28]=[CH:29][C:24]([CH2:23][N:21]2[CH2:22][CH:18]([CH2:17][CH2:16][CH2:15][C:12]3[CH:13]=[CH:14][C:9]([O:8][C:5]([CH3:6])([CH3:7])[C:4]([OH:37])=[O:3])=[C:10]([CH3:36])[CH:11]=3)[N:19]([CH3:35])[C:20]2=[O:34])=[CH:25][CH:26]=1)([CH3:31])([CH3:32])[CH3:33]. (2) Given the reactants [CH2:1]=[CH:2][C:3]1[CH:8]=[CH:7][CH:6]=[CH:5][CH:4]=1.[CH2:9]([Li])[CH2:10][CH2:11][CH3:12].C=CC=C.Cl[SiH2]Cl, predict the reaction product. The product is: [CH2:1]=[CH:2][C:3]1[CH:8]=[CH:7][CH:6]=[CH:5][CH:4]=1.[CH2:9]=[CH:10][CH:11]=[CH2:12].[CH2:1]=[CH:2][C:3]1[CH:8]=[CH:7][CH:6]=[CH:5][CH:4]=1. (3) The product is: [NH2:15][C:6]1[CH:7]=[C:8]([C:11]([F:12])([F:13])[F:14])[CH:9]=[CH:10][C:5]=1[C:4]([N:3]([O:2][CH3:1])[CH3:19])=[O:18]. Given the reactants [CH3:1][O:2][N:3]([CH3:19])[C:4](=[O:18])[C:5]1[CH:10]=[CH:9][C:8]([C:11]([F:14])([F:13])[F:12])=[CH:7][C:6]=1[N+:15]([O-])=O, predict the reaction product. (4) Given the reactants [Si:1]([O:8][CH2:9][C:10]1[CH:11]=[C:12]([NH:25][C:26]2[N:31]=[C:30]([C:32]([F:35])([F:34])[F:33])[CH:29]=[CH:28][N:27]=2)[CH:13]=[C:14](B2OC(C)(C)C(C)(C)O2)[CH:15]=1)([C:4]([CH3:7])([CH3:6])[CH3:5])([CH3:3])[CH3:2].C1(P(C2CCCCC2)C2C=CC=CC=2C2C(C(C)C)=CC(C(C)C)=CC=2C(C)C)CCCCC1.C(=O)([O-])[O-].[Cs+].[Cs+].Br[C:77]1[S:81][CH:80]=[N:79][CH:78]=1, predict the reaction product. The product is: [Si:1]([O:8][CH2:9][C:10]1[CH:11]=[C:12]([NH:25][C:26]2[N:31]=[C:30]([C:32]([F:34])([F:35])[F:33])[CH:29]=[CH:28][N:27]=2)[CH:13]=[C:14]([C:77]2[S:81][CH:80]=[N:79][CH:78]=2)[CH:15]=1)([C:4]([CH3:7])([CH3:5])[CH3:6])([CH3:3])[CH3:2].